From a dataset of Full USPTO retrosynthesis dataset with 1.9M reactions from patents (1976-2016). Predict the reactants needed to synthesize the given product. (1) The reactants are: BrC1C([N:8]([CH2:23][O:24][CH3:25])[S:9]([C:12]2[CH:17]=[CH:16][C:15](Cl)=[C:14]([C:19]([F:22])([F:21])[F:20])[CH:13]=2)(=[O:11])=[O:10])=CC(C)=CN=1.C([Mg]Cl)(C)C.CC1C(C=O)=C(C)C=CN=1. Given the product [CH3:25][O:24][CH2:23][NH:8][S:9]([C:12]1[CH:17]=[CH:16][CH:15]=[C:14]([C:19]([F:22])([F:20])[F:21])[CH:13]=1)(=[O:11])=[O:10], predict the reactants needed to synthesize it. (2) Given the product [N:8]1[CH:9]=[CH:10][CH:5]=[C:6]([C:2]2[CH:11]=[C:10]3[C:5]([CH2:6][CH2:7][NH:8][CH2:9]3)=[CH:4][CH:3]=2)[CH:7]=1, predict the reactants needed to synthesize it. The reactants are: Br[C:2]1[CH:11]=[C:10]2[C:5]([CH2:6][CH2:7][NH:8][CH2:9]2)=[CH:4][CH:3]=1.B(O)O. (3) Given the product [F:53][C:42]1([F:41])[CH2:46][CH2:45][N:44]([CH2:47][C@@H:48]([NH:52][C:5](=[O:7])[C:4]2[CH:8]=[CH:9][C:10]([CH3:11])=[C:2]([CH3:1])[CH:3]=2)[CH:49]([CH3:50])[CH3:51])[CH2:43]1, predict the reactants needed to synthesize it. The reactants are: [CH3:1][C:2]1[CH:3]=[C:4]([CH:8]=[CH:9][C:10]=1[CH3:11])[C:5]([OH:7])=O.CN(C(ON1N=NC2C=CC=CC1=2)=[N+](C)C)C.[B-](F)(F)(F)F.CN1CCOCC1.[F:41][C:42]1([F:53])[CH2:46][CH2:45][N:44]([CH2:47][C@@H:48]([NH2:52])[CH:49]([CH3:51])[CH3:50])[CH2:43]1. (4) Given the product [CH2:1]([O:5][C:6]([C:8]1[C:18]2[O:17][C:16]3[C:19]([CH2:25][NH:39][C:36]4[CH:35]=[CH:34][C:33]([S:31](=[O:40])(=[O:32])[NH2:41])=[CH:38][CH:37]=4)=[C:20]([OH:24])[CH:21]=[C:22]([CH3:23])[C:15]=3[C:14](=[O:27])[O:13][C:12]=2[C:11]([CH3:28])=[C:10]([O:29][CH3:30])[CH:9]=1)=[O:7])[CH2:2][CH3:3], predict the reactants needed to synthesize it. The reactants are: [CH2:1]([O:5][C:6]([C:8]1[C:18]2[O:17][C:16]3[C:19]([CH:25]=O)=[C:20]([OH:24])[CH:21]=[C:22]([CH3:23])[C:15]=3[C:14](=[O:27])[O:13][C:12]=2[C:11]([CH3:28])=[C:10]([O:29][CH3:30])[CH:9]=1)=[O:7])[CH2:2][CH2:3]C.[S:31]([NH2:41])(=[O:40])([C:33]1[CH:38]=[CH:37][C:36]([NH2:39])=[CH:35][CH:34]=1)=[O:32]. (5) Given the product [Br:7][C:8]1[CH:19]=[CH:18][C:17]([F:20])=[CH:16][C:9]=1[CH2:10][NH:11][C:12]([NH:14][N:15]=[C:2]([CH3:4])[C:1]([O:6][CH3:21])=[O:5])=[S:13], predict the reactants needed to synthesize it. The reactants are: [C:1]([OH:6])(=[O:5])[C:2]([CH3:4])=O.[Br:7][C:8]1[CH:19]=[CH:18][C:17]([F:20])=[CH:16][C:9]=1[CH2:10][NH:11][C:12]([NH:14][NH2:15])=[S:13].[CH3:21]O.